The task is: Predict the product of the given reaction.. This data is from Forward reaction prediction with 1.9M reactions from USPTO patents (1976-2016). (1) Given the reactants [CH2:1]([O:8][C:9]1[CH:18]=[C:17]2[C:12]([CH:13]=[CH:14][CH:15]=[C:16]2[N:19]2[CH2:24][CH2:23][N:22](C(OC(C)(C)C)=O)[CH2:21][C:20]2=[O:32])=[CH:11][CH:10]=1)[C:2]1[CH:7]=[CH:6][CH:5]=[CH:4][CH:3]=1.[ClH:33], predict the reaction product. The product is: [ClH:33].[CH2:1]([O:8][C:9]1[CH:18]=[C:17]2[C:12]([CH:13]=[CH:14][CH:15]=[C:16]2[N:19]2[CH2:24][CH2:23][NH:22][CH2:21][C:20]2=[O:32])=[CH:11][CH:10]=1)[C:2]1[CH:3]=[CH:4][CH:5]=[CH:6][CH:7]=1. (2) Given the reactants Cl[C:2]1[N:7]=[CH:6][C:5]([O:8][C:9]2[C:18]3[C:13](=[CH:14][C:15]([O:21][CH3:22])=[C:16]([O:19][CH3:20])[CH:17]=3)[N:12]=[CH:11][CH:10]=2)=[CH:4][CH:3]=1.[CH3:23][O-:24].[Na+].O, predict the reaction product. The product is: [CH3:20][O:19][C:16]1[CH:17]=[C:18]2[C:13](=[CH:14][C:15]=1[O:21][CH3:22])[N:12]=[CH:11][CH:10]=[C:9]2[O:8][C:5]1[CH:6]=[N:7][C:2]([O:24][CH3:23])=[CH:3][CH:4]=1. (3) Given the reactants [NH2:1][C:2]1[C:6]2[CH:7]=[C:8]3[C:13]4([C:21]5[C:16](=[CH:17][CH:18]=[CH:19][CH:20]=5)[N:15]([CH2:22][C:23]5[CH:28]=[CH:27][CH:26]=[CH:25][C:24]=5[C:29]([F:32])([F:31])[F:30])[C:14]4=[O:33])[CH2:12][O:11][C:9]3=[CH:10][C:5]=2[O:4]N=1.NC1C2C=C3C4(C5C(=CC=CC=5)N(C[C@H]5CCCO5)C4=O)COC3=CC=2ON=1, predict the reaction product. The product is: [OH:4][C:5]1[C:6]([C:2]#[N:1])=[CH:7][C:8]2[C:13]3([CH2:12][O:11][C:9]=2[CH:10]=1)[C:21]1[C:16](=[CH:17][CH:18]=[CH:19][CH:20]=1)[N:15]([CH2:22][C:23]1[CH:28]=[CH:27][CH:26]=[CH:25][C:24]=1[C:29]([F:32])([F:30])[F:31])[C:14]3=[O:33]. (4) Given the reactants [C:1]1([NH2:8])[C:2]([NH2:7])=[CH:3][CH:4]=[CH:5][CH:6]=1.CS[C:11]([S:21][CH3:22])=[C:12]([C:15]1[N:20]=[CH:19][CH:18]=[CH:17][N:16]=1)[C:13]#[N:14], predict the reaction product. The product is: [NH:7]1[C:2]2[CH:3]=[CH:4][CH:5]=[CH:6][C:1]=2[NH:8][C:11]1=[C:12]([C:15]1[N:20]=[CH:19][CH:18]=[CH:17][N:16]=1)[C:13]#[N:14].[S:21]1[C:22]2[CH:4]=[CH:5][CH:6]=[CH:1][C:2]=2[NH:7][C:11]1=[C:12]([C:15]1[N:20]=[CH:19][CH:18]=[CH:17][N:16]=1)[C:13]#[N:14]. (5) Given the reactants Cl[C:2]1[C:3]2[N:10]([CH3:11])[CH:9]=[CH:8][C:4]=2[N:5]=[CH:6][N:7]=1.[Cl:12][C:13]1[CH:14]=[C:15]([CH:17]=[CH:18][C:19]=1[O:20][C:21]1[CH:29]=[CH:28][CH:27]=[C:26]2[C:22]=1[CH:23]=[N:24][NH:25]2)[NH2:16].C(=O)([O-])O.[Na+], predict the reaction product. The product is: [Cl:12][C:13]1[CH:14]=[C:15]([NH:16][C:2]2[C:3]3[N:10]([CH3:11])[CH:9]=[CH:8][C:4]=3[N:5]=[CH:6][N:7]=2)[CH:17]=[CH:18][C:19]=1[O:20][C:21]1[CH:29]=[CH:28][CH:27]=[C:26]2[C:22]=1[CH:23]=[N:24][NH:25]2.